Task: Predict the reaction yield, written as a fraction of the theoretical maximum amount of product (1.0 means a 100% yield; for example, 0.34 means a 34% yield).. Dataset: Reaction yield outcomes from USPTO patents with 853,638 reactions (1) The product is [CH2:1]([N:5]([CH2:19][CH2:20][CH2:21][CH3:22])[CH2:6][CH2:7][CH2:8][O:9][C:10]1[CH:18]=[CH:17][C:13]([C:14]([NH2:24])=[O:15])=[CH:12][CH:11]=1)[CH2:2][CH2:3][CH3:4]. The reactants are [CH2:1]([N:5]([CH2:19][CH2:20][CH2:21][CH3:22])[CH2:6][CH2:7][CH2:8][O:9][C:10]1[CH:18]=[CH:17][C:13]([C:14](Cl)=[O:15])=[CH:12][CH:11]=1)[CH2:2][CH2:3][CH3:4].[OH-].[NH4+:24].C(=O)([O-])[O-].[K+].[K+]. The yield is 0.870. The catalyst is CCCCCC. (2) The yield is 0.800. The reactants are C[O:2][C:3]([C:5]1[CH:14]=[C:13]([O:15]COCC[Si](C)(C)C)[C:12]2[C:7](=[C:8]([Br:26])[CH:9]=[C:10]([O:24][CH3:25])[CH:11]=2)[N:6]=1)=[O:4].O1CCCC1.O.O.[OH-].[Li+]. The product is [Br:26][C:8]1[CH:9]=[C:10]([O:24][CH3:25])[CH:11]=[C:12]2[C:7]=1[NH:6][C:5]([C:3]([OH:4])=[O:2])=[CH:14][C:13]2=[O:15]. The catalyst is CO. (3) The reactants are Br[C:2]1[CH:3]=[C:4]2[C:9](=[CH:10][CH:11]=1)[N:8]=[C:7]([C:12]1[CH:13]=[CH:14][C:15]3[N:19]=[C:18]([C@@H:20]4[CH2:32][N:30]5[C:31]6[CH:23]([C@@H:24]([NH:33][C:34](=[O:37])[O:35][CH3:36])[CH2:25][CH2:26][C:27]=6[CH:28]=[CH:29]5)[C:22](=[O:38])[CH2:21]4)[NH:17][C:16]=3[CH:39]=1)[CH:6]=[N:5]2.CC1(C)C(C)(C)[O:44][B:43](B2OC(C)(C)C(C)(C)O2)[O:42]1.C([O-])(=O)C.[K+]. The catalyst is O1CCOCC1. The product is [CH3:36][O:35][C:34]([NH:33][C@@H:24]1[CH:23]2[C:22](=[O:38])[CH2:21][C@H:20]([C:18]3[NH:17][C:16]4[CH:39]=[C:12]([C:7]5[CH:6]=[N:5][C:4]6[C:9](=[CH:10][CH:11]=[C:2]([B:43]([OH:44])[OH:42])[CH:3]=6)[N:8]=5)[CH:13]=[CH:14][C:15]=4[N:19]=3)[CH2:32][N:30]3[C:31]2=[C:27]([CH:28]=[CH:29]3)[CH2:26][CH2:25]1)=[O:37]. The yield is 0.260. (4) The reactants are [C:1]([C:3]1[CH:4]=[C:5]([NH:9][C:10](=S)[C:11]2[CH:16]=[C:15]([N+:17]([O-:19])=[O:18])[CH:14]=[CH:13][C:12]=2F)[CH:6]=[CH:7][CH:8]=1)#[N:2].O.[NH2:23][NH2:24]. The yield is 0.620. The catalyst is C(O)CCC. The product is [N+:17]([C:15]1[CH:16]=[C:11]2[C:12](=[CH:13][CH:14]=1)[NH:24][N:23]=[C:10]2[NH:9][C:5]1[CH:4]=[C:3]([CH:8]=[CH:7][CH:6]=1)[C:1]#[N:2])([O-:19])=[O:18]. (5) The reactants are Br[C:2]1[CH:8]=[CH:7][C:5]([NH2:6])=[C:4]([CH3:9])[CH:3]=1.[CH3:10][PH:11](=[O:13])[CH3:12].P([O-])([O-])([O-])=O.[K+].[K+].[K+]. The catalyst is CN(C=O)C.C([O-])(=O)C.[Pd+2].C([O-])(=O)C.CC1(C)C2C(=C(P(C3C=CC=CC=3)C3C=CC=CC=3)C=CC=2)OC2C(P(C3C=CC=CC=3)C3C=CC=CC=3)=CC=CC1=2. The product is [CH3:10][P:11]([C:2]1[CH:8]=[CH:7][C:5]([NH2:6])=[C:4]([CH3:9])[CH:3]=1)([CH3:12])=[O:13]. The yield is 0.850. (6) The reactants are [CH2:1]([C@H:3]1[C:4](=[O:30])[NH:5][C:6]2[CH:7]=[N:8][N:9]([CH3:29])[C:10]=2[C:11]2[CH:12]=[CH:13][N:14]=[C:15]([CH:28]=2)[CH:16]([NH:20][C:21](=[O:27])[O:22][C:23]([CH3:26])([CH3:25])[CH3:24])[CH2:17][CH:18]=[CH:19]1)[CH3:2]. The catalyst is O=[Pt]=O.CCO. The product is [CH2:1]([C@@H:3]1[CH2:19][CH2:18][CH2:17][C@H:16]([NH:20][C:21](=[O:27])[O:22][C:23]([CH3:26])([CH3:24])[CH3:25])[C:15]2[CH:28]=[C:11]([CH:12]=[CH:13][N:14]=2)[C:10]2[N:9]([CH3:29])[N:8]=[CH:7][C:6]=2[NH:5][C:4]1=[O:30])[CH3:2]. The yield is 0.649. (7) The reactants are [N+:1]([C:4]1[CH:14]=[CH:13][CH:12]=[CH:11][C:5]=1[C:6]([N:8]=[C:9]=[O:10])=[O:7])([O-:3])=[O:2].[Br:15][C:16]1[CH:17]=[N:18][C:19]([S:22][C:23]2[CH:28]=[CH:27][C:26]([NH2:29])=[CH:25][CH:24]=2)=[N:20][CH:21]=1. The catalyst is O1CCOCC1.O. The product is [Br:15][C:16]1[CH:17]=[N:18][C:19]([S:22][C:23]2[CH:24]=[CH:25][C:26]([NH:29][C:9]([NH:8][C:6](=[O:7])[C:5]3[CH:11]=[CH:12][CH:13]=[CH:14][C:4]=3[N+:1]([O-:3])=[O:2])=[O:10])=[CH:27][CH:28]=2)=[N:20][CH:21]=1. The yield is 0.920.